Task: Predict the reactants needed to synthesize the given product.. Dataset: Full USPTO retrosynthesis dataset with 1.9M reactions from patents (1976-2016) (1) Given the product [CH:38]1([C:29]([N:27]2[CH2:26][CH:25]([C:24]#[C:23][C:17]3[CH:16]=[C:15]4[C:20]([C:21](=[O:22])[C:12]([C:9]5[CH:8]=[CH:7][C:6]([NH:5][S:2]([CH3:1])(=[O:3])=[O:4])=[CH:11][CH:10]=5)=[CH:13][O:14]4)=[CH:19][CH:18]=3)[CH2:28]2)=[O:31])[CH2:37][CH2:44]1, predict the reactants needed to synthesize it. The reactants are: [CH3:1][S:2]([NH:5][C:6]1[CH:11]=[CH:10][C:9]([C:12]2[C:21](=[O:22])[C:20]3[C:15](=[CH:16][C:17]([C:23]#[C:24][CH:25]4[CH2:28][N:27]([C:29]([O:31]C(C)(C)C)=O)[CH2:26]4)=[CH:18][CH:19]=3)[O:14][CH:13]=2)=[CH:8][CH:7]=1)(=[O:4])=[O:3].F[C:37](F)(F)[C:38](O)=O.Cl[CH2:44]Cl. (2) Given the product [Cl:12][C:13]1[N:14]=[CH:15][N:16]=[C:17]([NH:1][C:2]2[CH:3]=[CH:4][C:5]([P:8]([CH3:9])([CH3:10])=[O:11])=[CH:6][CH:7]=2)[CH:18]=1, predict the reactants needed to synthesize it. The reactants are: [NH2:1][C:2]1[CH:7]=[CH:6][C:5]([P:8](=[O:11])([CH3:10])[CH3:9])=[CH:4][CH:3]=1.[Cl:12][C:13]1[CH:18]=[C:17](Cl)[N:16]=[CH:15][N:14]=1. (3) Given the product [CH:1]1([CH2:9][CH2:10][OH:11])[CH2:8][CH2:7][CH2:6][CH2:5][CH2:4][CH2:3][CH2:2]1, predict the reactants needed to synthesize it. The reactants are: [C:1]1(=[CH:9][C:10](OCC)=[O:11])[CH2:8][CH2:7][CH2:6][CH2:5][CH2:4][CH2:3][CH2:2]1. (4) Given the product [OH:1][C:2]([CH:7]1[O:12][CH2:11][CH2:10][N:9]([CH2:13][C:14]2[CH:19]=[CH:18][C:17]([O:20][CH3:21])=[CH:16][CH:15]=2)[C:8]1=[O:22])([CH3:6])[C:3]([O:5][C:28]([CH3:31])([CH3:30])[CH3:29])=[O:4], predict the reactants needed to synthesize it. The reactants are: [OH:1][C:2]([CH:7]1[O:12][CH2:11][CH2:10][N:9]([CH2:13][C:14]2[CH:19]=[CH:18][C:17]([O:20][CH3:21])=[CH:16][CH:15]=2)[C:8]1=[O:22])([CH3:6])[C:3]([OH:5])=[O:4].C1COCC1.[C:28](OC(=NC(C)C)NC(C)C)([CH3:31])([CH3:30])[CH3:29]. (5) Given the product [CH2:10]([N:9]([CH2:12][CH3:13])[C:5]1[CH:4]=[C:3]2[C:2](=[C:7]([CH3:8])[CH:6]=1)[N:1]=[C:23]1[C:22](=[CH:21][C:20](=[O:19])[C:29]3[CH:28]=[C:27]([OH:30])[CH:26]=[CH:25][C:24]=31)[S:14]2)[CH3:11], predict the reactants needed to synthesize it. The reactants are: [NH2:1][C:2]1[C:7]([CH3:8])=[CH:6][C:5]([N:9]([CH2:12][CH3:13])[CH2:10][CH3:11])=[CH:4][C:3]=1[S:14]S(=O)(=O)O.[OH:19][C:20]1[C:29]2[C:24](=[CH:25][CH:26]=[C:27]([OH:30])[CH:28]=2)[CH:23]=[CH:22][CH:21]=1.[Cr](O[Cr]([O-])(=O)=O)([O-])(=O)=O.[K+].[K+].Cl. (6) Given the product [Cl:19][C:16]1[CH:17]=[CH:18][C:13]([C:10]2[CH:9]=[C:8]([CH3:20])[C:7]([B:21]([OH:24])[OH:22])=[CH:12][CH:11]=2)=[CH:14][CH:15]=1, predict the reactants needed to synthesize it. The reactants are: C([Li])CCC.Br[C:7]1[CH:12]=[CH:11][C:10]([C:13]2[CH:18]=[CH:17][C:16]([Cl:19])=[CH:15][CH:14]=2)=[CH:9][C:8]=1[CH3:20].[B:21](OC)([O:24]C)[O:22]C.Cl. (7) Given the product [CH3:1][O:2][C:3]1[CH:4]=[C:5]([CH:28]=[CH:29][CH:30]=1)/[CH:6]=[CH:7]/[C:8]1[CH:9]=[C:10]([CH2:14][CH2:15][CH2:16][NH2:17])[CH:11]=[CH:12][CH:13]=1, predict the reactants needed to synthesize it. The reactants are: [CH3:1][O:2][C:3]1[CH:4]=[C:5]([CH:28]=[CH:29][CH:30]=1)/[CH:6]=[CH:7]/[C:8]1[CH:9]=[C:10]([CH2:14][CH2:15][CH2:16][N:17]2C(=O)C3C(=CC=CC=3)C2=O)[CH:11]=[CH:12][CH:13]=1. (8) Given the product [C:12]([O:16][C:17]([N:19]1[CH2:24][CH2:23][N:22]([C:2]2[CH:3]=[CH:4][C:5]([N+:9]([O-:11])=[O:10])=[C:6]([CH3:8])[CH:7]=2)[CH2:21][CH2:20]1)=[O:18])([CH3:15])([CH3:13])[CH3:14], predict the reactants needed to synthesize it. The reactants are: F[C:2]1[CH:3]=[CH:4][C:5]([N+:9]([O-:11])=[O:10])=[C:6]([CH3:8])[CH:7]=1.[C:12]([O:16][C:17]([N:19]1[CH2:24][CH2:23][NH:22][CH2:21][CH2:20]1)=[O:18])([CH3:15])([CH3:14])[CH3:13].C(=O)([O-])[O-].[K+].[K+]. (9) The reactants are: Cl.[F:2][C:3]1[CH:8]=[CH:7][C:6]([C:9]2[N:10]=[C:11]([N:14]3[CH2:19][CH2:18][NH:17][CH2:16][CH2:15]3)[S:12][CH:13]=2)=[CH:5][CH:4]=1.[OH-].[Na+]. Given the product [F:2][C:3]1[CH:8]=[CH:7][C:6]([C:9]2[N:10]=[C:11]([N:14]3[CH2:15][CH2:16][NH:17][CH2:18][CH2:19]3)[S:12][CH:13]=2)=[CH:5][CH:4]=1, predict the reactants needed to synthesize it.